Dataset: Forward reaction prediction with 1.9M reactions from USPTO patents (1976-2016). Task: Predict the product of the given reaction. (1) Given the reactants [NH:1]1[C:9]2[C:4](=[CH:5][CH:6]=[CH:7][CH:8]=2)[C:3]([C:10]([OH:12])=[O:11])=[CH:2]1.[H-].[Na+].[Br:15][C:16]1[CH:23]=[CH:22][C:19]([CH2:20]Br)=[C:18]([F:24])[CH:17]=1, predict the reaction product. The product is: [Br:15][C:16]1[CH:23]=[CH:22][C:19]([CH2:20][N:1]2[C:9]3[C:4](=[CH:5][CH:6]=[CH:7][CH:8]=3)[C:3]([C:10]([OH:12])=[O:11])=[CH:2]2)=[C:18]([F:24])[CH:17]=1. (2) The product is: [Cl:1][C:2]1[CH:18]=[C:17]([CH:16]=[C:15]([Cl:21])[C:3]=1[C:4]1[S:24][C:7]2[C:8]([Cl:12])=[N:9][CH:10]=[CH:11][C:6]=2[N:5]=1)[C:19]#[N:20]. Given the reactants [Cl:1][C:2]1[CH:18]=[C:17]([C:19]#[N:20])[CH:16]=[C:15]([Cl:21])[C:3]=1[C:4](Cl)=[N:5][C:6]1[CH:11]=[CH:10][N:9]=[C:8]([Cl:12])[C:7]=1F.NC(N)=[S:24].N1C=CC=CC=1.C(N(CC)CC)C, predict the reaction product. (3) Given the reactants Br[CH2:2][C:3]1[CH:8]=[CH:7][C:6]([Cl:9])=[CH:5][CH:4]=1.[C:10]([S:14][C:15](=[O:20])[CH2:16][C:17](=[O:19])[CH3:18])([CH3:13])([CH3:12])[CH3:11], predict the reaction product. The product is: [C:10]([S:14][C:15](=[O:20])[CH:16]([CH2:2][C:3]1[CH:8]=[CH:7][C:6]([Cl:9])=[CH:5][CH:4]=1)[C:17](=[O:19])[CH3:18])([CH3:13])([CH3:11])[CH3:12]. (4) Given the reactants [Li][C:2]1[CH:7]=[CH:6][CH:5]=[CH:4][C:3]=1[O:8][CH3:9].C[O:11][B:12](OC)[O:13]C, predict the reaction product. The product is: [CH3:9][O:8][C:3]1[CH:4]=[CH:5][CH:6]=[CH:7][C:2]=1[B:12]([OH:13])[OH:11]. (5) Given the reactants [F:1][C:2]([F:9])([F:8])[C:3]1([OH:7])[CH2:6][CH2:5][CH2:4]1.N1C=CC=CC=1.Cl[C:17]([O:19][C:20]1[CH:25]=[CH:24][C:23]([N+:26]([O-:28])=[O:27])=[CH:22][CH:21]=1)=[O:18], predict the reaction product. The product is: [F:1][C:2]([F:9])([F:8])[C:3]1([O:7][C:17](=[O:18])[O:19][C:20]2[CH:21]=[CH:22][C:23]([N+:26]([O-:28])=[O:27])=[CH:24][CH:25]=2)[CH2:6][CH2:5][CH2:4]1. (6) Given the reactants F[C:2]1[CH:7]=[CH:6][C:5]([CH2:8][OH:9])=[CH:4][C:3]=1[Cl:10].[NH2:11][C:12]1[CH:16]=[CH:15][N:14]([CH3:17])[N:13]=1.Cl[C:19]1[C:28]2[C:23](=[CH:24][CH:25]=[C:26]([OH:29])[CH:27]=2)[N:22]=[CH:21][N:20]=1, predict the reaction product. The product is: [Cl:10][C:3]1[CH:4]=[C:5]([CH2:8][OH:9])[CH:6]=[CH:7][C:2]=1[O:29][C:26]1[CH:27]=[C:28]2[C:23](=[CH:24][CH:25]=1)[N:22]=[CH:21][N:20]=[C:19]2[NH:11][C:12]1[CH:16]=[CH:15][N:14]([CH3:17])[N:13]=1. (7) The product is: [CH3:20][C:11]([O:12][C:13]1[CH:18]=[CH:17][CH:16]=[CH:15][CH:14]=1)([CH3:19])[CH2:10][CH2:9][OH:8]. Given the reactants C([O:8][CH2:9][CH2:10][C:11]([CH3:20])([CH3:19])[O:12][C:13]1[CH:18]=[CH:17][CH:16]=[CH:15][CH:14]=1)C1C=CC=CC=1, predict the reaction product. (8) Given the reactants [SH:1][C:2]1[N:3]([CH3:7])[CH:4]=[CH:5][N:6]=1.Br[CH2:9][C:10](=[O:21])[C:11]([C:14]1[CH:19]=[CH:18][C:17]([Cl:20])=[CH:16][CH:15]=1)([CH3:13])[CH3:12].CCN(CC)CC.ClC1C=CC=CC=1C(Cl)(C1C=CC=CC=1)C1C=CC=CC=1, predict the reaction product. The product is: [Cl:20][C:17]1[CH:16]=[CH:15][C:14]([C:11]([CH3:13])([CH3:12])[C:10](=[O:21])[CH2:9][S:1][C:2]2[N:3]([CH3:7])[CH:4]=[CH:5][N:6]=2)=[CH:19][CH:18]=1. (9) Given the reactants [CH2:1]([O:8][C:9]1[CH:14]=[C:13]([O:15][CH2:16][C:17]2[CH:22]=[CH:21][CH:20]=[CH:19][CH:18]=2)[C:12]([CH:23]([CH3:25])[CH3:24])=[CH:11][C:10]=1[C:26]1[O:30][N:29]=[C:28]([C:31]([NH:33][CH2:34][CH3:35])=[O:32])[C:27]=1[C:36](=[N:38][OH:39])[NH2:37])[C:2]1[CH:7]=[CH:6][CH:5]=[CH:4][CH:3]=1.N1C=CC=CC=1.Cl[C:47](=O)[C:48]([O:50][CH2:51][CH3:52])=[O:49], predict the reaction product. The product is: [CH2:1]([O:8][C:9]1[CH:14]=[C:13]([O:15][CH2:16][C:17]2[CH:22]=[CH:21][CH:20]=[CH:19][CH:18]=2)[C:12]([CH:23]([CH3:25])[CH3:24])=[CH:11][C:10]=1[C:26]1[O:30][N:29]=[C:28]([C:31](=[O:32])[NH:33][CH2:34][CH3:35])[C:27]=1[C:36]1[N:37]=[C:47]([C:48]([O:50][CH2:51][CH3:52])=[O:49])[O:39][N:38]=1)[C:2]1[CH:7]=[CH:6][CH:5]=[CH:4][CH:3]=1.